From a dataset of Reaction yield outcomes from USPTO patents with 853,638 reactions. Predict the reaction yield, written as a fraction of the theoretical maximum amount of product (1.0 means a 100% yield; for example, 0.34 means a 34% yield). The reactants are [F:1][C:2]1[CH:3]=[C:4]([CH:6]=[CH:7][C:8]=1[N+:9]([O-:11])=[O:10])[NH2:5].[Br:12]Br.[OH-].[Na+]. The catalyst is CC(O)=O.C(Cl)(Cl)Cl. The yield is 0.900. The product is [Br:12][C:6]1[CH:7]=[C:8]([N+:9]([O-:11])=[O:10])[C:2]([F:1])=[CH:3][C:4]=1[NH2:5].